Task: Regression. Given two drug SMILES strings and cell line genomic features, predict the synergy score measuring deviation from expected non-interaction effect.. Dataset: NCI-60 drug combinations with 297,098 pairs across 59 cell lines (1) Drug 1: COC1=CC(=CC(=C1O)OC)C2C3C(COC3=O)C(C4=CC5=C(C=C24)OCO5)OC6C(C(C7C(O6)COC(O7)C8=CC=CS8)O)O. Drug 2: CC1C(C(CC(O1)OC2CC(CC3=C2C(=C4C(=C3O)C(=O)C5=CC=CC=C5C4=O)O)(C(=O)C)O)N)O. Cell line: A498. Synergy scores: CSS=71.1, Synergy_ZIP=-5.30, Synergy_Bliss=-1.86, Synergy_Loewe=3.89, Synergy_HSA=4.96. (2) Drug 1: C1=C(C(=O)NC(=O)N1)F. Drug 2: CC(C)(C#N)C1=CC(=CC(=C1)CN2C=NC=N2)C(C)(C)C#N. Cell line: T-47D. Synergy scores: CSS=30.9, Synergy_ZIP=-1.92, Synergy_Bliss=-4.17, Synergy_Loewe=-3.64, Synergy_HSA=-3.45. (3) Drug 1: CCC1(CC2CC(C3=C(CCN(C2)C1)C4=CC=CC=C4N3)(C5=C(C=C6C(=C5)C78CCN9C7C(C=CC9)(C(C(C8N6C=O)(C(=O)OC)O)OC(=O)C)CC)OC)C(=O)OC)O.OS(=O)(=O)O. Drug 2: CC1C(C(CC(O1)OC2CC(CC3=C2C(=C4C(=C3O)C(=O)C5=C(C4=O)C(=CC=C5)OC)O)(C(=O)CO)O)N)O.Cl. Cell line: MALME-3M. Synergy scores: CSS=29.4, Synergy_ZIP=-7.41, Synergy_Bliss=-2.68, Synergy_Loewe=-5.28, Synergy_HSA=-2.53. (4) Drug 1: CC12CCC(CC1=CCC3C2CCC4(C3CC=C4C5=CN=CC=C5)C)O. Drug 2: C1=NC2=C(N=C(N=C2N1C3C(C(C(O3)CO)O)F)Cl)N. Cell line: ACHN. Synergy scores: CSS=28.2, Synergy_ZIP=-1.12, Synergy_Bliss=-0.392, Synergy_Loewe=-36.2, Synergy_HSA=-0.668.